This data is from Full USPTO retrosynthesis dataset with 1.9M reactions from patents (1976-2016). The task is: Predict the reactants needed to synthesize the given product. (1) The reactants are: CC(C)([O-])C.[K+].[C:7](#[N:11])[CH2:8][C:9]#[N:10].Br[CH:13](Br)[CH:14]([C:19]1[CH:32]=[CH:31][C:22]([NH:23][C:24](=[O:30])[O:25][C:26]([CH3:29])([CH3:28])[CH3:27])=[C:21]([CH3:33])[CH:20]=1)[C:15]([F:18])([F:17])[F:16]. Given the product [C:9]([C:8]1([C:7]#[N:11])[CH2:13][C:14]1([C:19]1[CH:32]=[CH:31][C:22]([NH:23][C:24](=[O:30])[O:25][C:26]([CH3:29])([CH3:28])[CH3:27])=[C:21]([CH3:33])[CH:20]=1)[C:15]([F:16])([F:17])[F:18])#[N:10], predict the reactants needed to synthesize it. (2) Given the product [CH2:15]([S:22][C:2]1[CH:7]=[CH:6][C:5]([S:8]([CH3:11])(=[O:10])=[O:9])=[CH:4][C:3]=1[N+:12]([O-:14])=[O:13])[C:16]1[CH:21]=[CH:20][CH:19]=[CH:18][CH:17]=1, predict the reactants needed to synthesize it. The reactants are: Cl[C:2]1[CH:7]=[CH:6][C:5]([S:8]([CH3:11])(=[O:10])=[O:9])=[CH:4][C:3]=1[N+:12]([O-:14])=[O:13].[CH2:15]([SH:22])[C:16]1[CH:21]=[CH:20][CH:19]=[CH:18][CH:17]=1.C([O-])([O-])=O.[Na+].[Na+].CCO.